The task is: Predict the product of the given reaction.. This data is from Forward reaction prediction with 1.9M reactions from USPTO patents (1976-2016). (1) The product is: [CH3:2][C@H:3]1[CH2:7][CH2:6][CH2:5][N:4]1[CH2:13][CH2:14][C:15]1[O:16][C:17]2[CH:23]=[CH:22][C:21]([C:24]3[CH:29]=[CH:28][C:27]([C:30]#[N:31])=[CH:26][CH:25]=3)=[CH:20][C:18]=2[CH:19]=1. Given the reactants Br.[CH3:2][C@H:3]1[CH2:7][CH2:6][CH2:5][NH:4]1.CS(O[CH2:13][CH2:14][C:15]1[O:16][C:17]2[CH:23]=[CH:22][C:21]([C:24]3[CH:29]=[CH:28][C:27]([C:30]#[N:31])=[CH:26][CH:25]=3)=[CH:20][C:18]=2[CH:19]=1)(=O)=O, predict the reaction product. (2) Given the reactants [CH:1]([C:4]1[CH:9]=[CH:8][C:7]([C:10]2[C:19]3[C:14](=[CH:15][CH:16]=[C:17]([O:20][CH2:21][C:22]#[CH:23])[CH:18]=3)[N:13]=[C:12]([C:24](O)=O)[N:11]=2)=[CH:6][CH:5]=1)([CH3:3])[CH3:2].[NH2:27][C:28]1[C:37]2[C:32](=[CH:33][CH:34]=[CH:35][C:36]=2[NH2:38])[CH:31]=[CH:30][CH:29]=1.F[P-](F)(F)(F)(F)F.N1(O[P+](N(C)C)(N(C)C)N(C)C)C2C=CC=CC=2N=N1.C(N(C(C)C)C(C)C)C, predict the reaction product. The product is: [CH:1]([C:4]1[CH:9]=[CH:8][C:7]([C:10]2[C:19]3[C:14](=[CH:15][CH:16]=[C:17]([O:20][CH2:21][C:22]#[CH:23])[CH:18]=3)[N:13]=[C:12]([C:24]3[NH:27][C:28]4[CH:29]=[CH:30][CH:31]=[C:32]5[C:37]=4[C:36]([N:38]=3)=[CH:35][CH:34]=[CH:33]5)[N:11]=2)=[CH:6][CH:5]=1)([CH3:3])[CH3:2]. (3) Given the reactants Br[CH2:2][CH2:3][O:4][CH2:5][C:6]1[CH:11]=[CH:10][CH:9]=[CH:8][CH:7]=1.[I:12][C:13]1[N:14]=[CH:15][NH:16][CH:17]=1.C1(C)C=CC=CC=1.[OH-].[Na+], predict the reaction product. The product is: [CH2:5]([O:4][CH2:3][CH2:2][N:16]1[CH:17]=[C:13]([I:12])[N:14]=[CH:15]1)[C:6]1[CH:11]=[CH:10][CH:9]=[CH:8][CH:7]=1.[CH2:5]([O:4][CH2:3][CH2:2][N:14]1[C:13]([I:12])=[CH:17][N:16]=[CH:15]1)[C:6]1[CH:11]=[CH:10][CH:9]=[CH:8][CH:7]=1. (4) Given the reactants [Cl-].[CH3:2][O:3][C:4]1[CH:5]=[CH:6][CH:7]=[C:8]2[C:12]=1[NH:11][CH:10]=[C:9]2[S+:13](C)[CH3:14], predict the reaction product. The product is: [CH3:2][O:3][C:4]1[CH:5]=[CH:6][CH:7]=[C:8]2[C:12]=1[NH:11][CH:10]=[C:9]2[S:13][CH3:14]. (5) Given the reactants C(=O)([O-])[O-].[K+].[K+].[Cl:7][C:8]1[CH:9]=[C:10]2[C:14](=[CH:15][CH:16]=1)[NH:13][CH:12]=[C:11]2[N+:17]([O-:19])=[O:18].Br[CH2:21][CH2:22][C:23]([F:26])([F:25])[F:24], predict the reaction product. The product is: [Cl:7][C:8]1[CH:9]=[C:10]2[C:14](=[CH:15][CH:16]=1)[N:13]([CH2:21][CH2:22][C:23]([F:26])([F:25])[F:24])[CH:12]=[C:11]2[N+:17]([O-:19])=[O:18]. (6) Given the reactants [CH2:1]([NH:8][CH2:9][C:10]1[CH:15]=[C:14]([C:16]([F:19])([F:18])[F:17])[CH:13]=[CH:12][C:11]=1[Br:20])[C:2]1[CH:7]=[CH:6][CH:5]=[CH:4][CH:3]=1.[C:21](Cl)(=[O:23])[CH3:22], predict the reaction product. The product is: [CH2:1]([N:8]([CH2:9][C:10]1[CH:15]=[C:14]([C:16]([F:19])([F:17])[F:18])[CH:13]=[CH:12][C:11]=1[Br:20])[C:21](=[O:23])[CH3:22])[C:2]1[CH:3]=[CH:4][CH:5]=[CH:6][CH:7]=1. (7) Given the reactants [C:1]([C:5]1[N:10]=[C:9]([NH:11][C:12]2[CH:17]=[C:16](Cl)[N:15]=[N:14][C:13]=2[C:19]([NH2:21])=[O:20])[CH:8]=[CH:7][CH:6]=1)([CH3:4])([CH3:3])[CH3:2].CN1C(=O)CCC1.[NH2:29][CH2:30][C:31]1([NH:34][C:35](=[O:41])[O:36][C:37]([CH3:40])([CH3:39])[CH3:38])[CH2:33][CH2:32]1, predict the reaction product. The product is: [C:1]([C:5]1[N:10]=[C:9]([NH:11][C:12]2[CH:17]=[C:16]([NH:29][CH2:30][C:31]3([NH:34][C:35](=[O:41])[O:36][C:37]([CH3:39])([CH3:38])[CH3:40])[CH2:32][CH2:33]3)[N:15]=[N:14][C:13]=2[C:19](=[O:20])[NH2:21])[CH:8]=[CH:7][CH:6]=1)([CH3:4])([CH3:3])[CH3:2].